From a dataset of Peptide-MHC class I binding affinity with 185,985 pairs from IEDB/IMGT. Regression. Given a peptide amino acid sequence and an MHC pseudo amino acid sequence, predict their binding affinity value. This is MHC class I binding data. The peptide sequence is DHQAAMQI. The MHC is HLA-B38:01 with pseudo-sequence HLA-B38:01. The binding affinity (normalized) is 0.379.